This data is from Forward reaction prediction with 1.9M reactions from USPTO patents (1976-2016). The task is: Predict the product of the given reaction. (1) Given the reactants [NH2:1][C:2]1[CH:7]=[CH:6][C:5]([C:8]([F:11])([F:10])[F:9])=[CH:4][N:3]=1.Br[CH2:13][C:14]([C:16]1[CH:21]=[CH:20][CH:19]=[C:18]([O:22][CH3:23])[CH:17]=1)=O.[OH-].[Na+], predict the reaction product. The product is: [CH3:23][O:22][C:18]1[CH:17]=[C:16]([C:14]2[N:1]=[C:2]3[CH:7]=[CH:6][C:5]([C:8]([F:9])([F:11])[F:10])=[CH:4][N:3]3[CH:13]=2)[CH:21]=[CH:20][CH:19]=1. (2) The product is: [C:1]([C:4]1[C:14]([F:15])=[CH:13][C:7]2[O:8][CH2:9][C:10](=[O:12])[N:11]([CH:23]([CH3:29])[C:24]([O:26][CH2:27][CH3:28])=[O:25])[C:6]=2[CH:5]=1)(=[O:3])[CH3:2]. Given the reactants [C:1]([C:4]1[C:14]([F:15])=[CH:13][C:7]2[O:8][CH2:9][C:10](=[O:12])[NH:11][C:6]=2[CH:5]=1)(=[O:3])[CH3:2].C([O-])([O-])=O.[K+].[K+].Br[CH:23]([CH3:29])[C:24]([O:26][CH2:27][CH3:28])=[O:25], predict the reaction product. (3) Given the reactants CN1[CH2:7][CH2:6][CH:5]([N:8]2[CH2:13][CH2:12][NH:11][CH2:10][CH2:9]2)CC1.[CH3:14]N1CCN(C2CCNCC2)CC1.N1(CCC2CCNCC2)CCCC1.CN1CCN(C(N2CCNCC2)=O)CC1.N1CCC(N2CCOCC2)CC1.O1CCC(CN)CC1, predict the reaction product. The product is: [CH:6]1([CH2:5][N:8]2[CH2:9][CH2:10][NH:11][CH2:12][CH2:13]2)[CH2:7][CH2:14]1. (4) Given the reactants [C:1]([C:3]1[CH:4]=[C:5]([OH:9])[CH:6]=[CH:7][CH:8]=1)#[CH:2].Cl[CH2:11][CH2:12][N:13]([CH3:15])[CH3:14].C(=O)([O-])[O-].[Cs+].[Cs+], predict the reaction product. The product is: [C:1]([C:3]1[CH:4]=[C:5]([CH:6]=[CH:7][CH:8]=1)[O:9][CH2:11][CH2:12][N:13]([CH3:15])[CH3:14])#[CH:2]. (5) The product is: [CH3:31][O:32][C:33](=[O:37])[CH2:34][CH2:35][NH:36][CH2:7][C:6]1[CH:9]=[C:2]([Cl:1])[CH:3]=[CH:4][C:5]=1[O:10][CH2:11][C:12]([N:14]1[CH2:19][C@H:18]([CH3:20])[N:17]([CH2:21][C:22]2[CH:23]=[CH:24][C:25]([F:28])=[CH:26][CH:27]=2)[CH2:16][C@H:15]1[CH3:29])=[O:13]. Given the reactants [Cl:1][C:2]1[CH:3]=[CH:4][C:5]([O:10][CH2:11][C:12]([N:14]2[CH2:19][C@H:18]([CH3:20])[N:17]([CH2:21][C:22]3[CH:27]=[CH:26][C:25]([F:28])=[CH:24][CH:23]=3)[CH2:16][C@H:15]2[CH3:29])=[O:13])=[C:6]([CH:9]=1)[CH:7]=O.Cl.[CH3:31][O:32][C:33](=[O:37])[CH2:34][CH2:35][NH2:36].C([BH3-])#N.[Na+], predict the reaction product.